This data is from Full USPTO retrosynthesis dataset with 1.9M reactions from patents (1976-2016). The task is: Predict the reactants needed to synthesize the given product. (1) Given the product [O:21]=[C:15]1[CH:14]([N:7]2[C:6](=[O:22])[C:5]3[C:9](=[CH:10][CH:11]=[CH:12][C:4]=3[CH2:3][NH:2][C:34]([NH:33][C:23]3[C:32]4[C:27](=[CH:28][CH:29]=[CH:30][CH:31]=4)[CH:26]=[CH:25][CH:24]=3)=[O:35])[C:8]2=[O:13])[CH2:19][CH2:18][C:17](=[O:20])[NH:16]1, predict the reactants needed to synthesize it. The reactants are: Cl.[NH2:2][CH2:3][C:4]1[CH:12]=[CH:11][CH:10]=[C:9]2[C:5]=1[C:6](=[O:22])[N:7]([CH:14]1[CH2:19][CH2:18][C:17](=[O:20])[NH:16][C:15]1=[O:21])[C:8]2=[O:13].[C:23]1([N:33]=[C:34]=[O:35])[C:32]2[C:27](=[CH:28][CH:29]=[CH:30][CH:31]=2)[CH:26]=[CH:25][CH:24]=1.C(N(C(C)C)CC)(C)C. (2) Given the product [CH2:1]([O:8][N:9]1[C:15](=[O:16])[N:14]2[CH2:17][C@H:10]1[CH2:11][CH2:12][C@H:13]2[C:18]([NH:26][NH:25][C:23](=[O:24])[C:22]([CH3:28])([CH3:27])[CH3:21])=[O:20])[C:2]1[CH:3]=[CH:4][CH:5]=[CH:6][CH:7]=1, predict the reactants needed to synthesize it. The reactants are: [CH2:1]([O:8][N:9]1[C:15](=[O:16])[N:14]2[CH2:17][C@H:10]1[CH2:11][CH2:12][C@H:13]2[C:18]([OH:20])=O)[C:2]1[CH:7]=[CH:6][CH:5]=[CH:4][CH:3]=1.[CH3:21][C:22]([CH3:28])([CH3:27])[C:23]([NH:25][NH2:26])=[O:24].ON1C2C=CC=CC=2N=N1.Cl.C(N=C=NCCCN(C)C)C.